From a dataset of Catalyst prediction with 721,799 reactions and 888 catalyst types from USPTO. Predict which catalyst facilitates the given reaction. (1) Reactant: [Br:1][C:2]1[CH:7]=[CH:6][C:5]([OH:8])=[C:4]([N+:9]([O-:11])=[O:10])[CH:3]=1.Cl.C(=O)([O-])[O-].[Cs+].[Cs+].[I-].[K+].Cl[CH2:22][CH2:23][N:24]([CH3:26])[CH3:25]. Product: [Br:1][C:2]1[CH:7]=[CH:6][C:5]([O:8][CH2:22][CH2:23][N:24]([CH3:26])[CH3:25])=[C:4]([N+:9]([O-:11])=[O:10])[CH:3]=1. The catalyst class is: 30. (2) Reactant: [F:1][C:2]([F:13])([F:12])[C:3]1[CH:4]=[C:5]2[C:9](=[CH:10][CH:11]=1)[NH:8][CH:7]=[CH:6]2.C([BH3-])#N.[Na+].O.[OH-].[Na+]. Product: [F:13][C:2]([F:1])([F:12])[C:3]1[CH:4]=[C:5]2[C:9](=[CH:10][CH:11]=1)[NH:8][CH2:7][CH2:6]2. The catalyst class is: 15. (3) Reactant: [F:1][C:2]1[CH:7]=[CH:6][C:5]([C:8](=[O:29])[CH2:9][NH:10][C:11]([CH:13]2[CH2:18][CH2:17][N:16]([C:19]([O:21][CH2:22][C:23]3[CH:28]=[CH:27][CH:26]=[CH:25][CH:24]=3)=[O:20])[CH2:15][CH2:14]2)=O)=[CH:4][CH:3]=1. Product: [F:1][C:2]1[CH:7]=[CH:6][C:5]([C:8]2[O:29][C:11]([CH:13]3[CH2:18][CH2:17][N:16]([C:19]([O:21][CH2:22][C:23]4[CH:28]=[CH:27][CH:26]=[CH:25][CH:24]=4)=[O:20])[CH2:15][CH2:14]3)=[N:10][CH:9]=2)=[CH:4][CH:3]=1. The catalyst class is: 286. (4) Reactant: [C:1](=[O:12])([S:3][C:4]1[CH:9]=[CH:8][C:7]([CH:10]=O)=[CH:6][CH:5]=1)[CH3:2].[F:13][C:14]1[CH:20]=[CH:19][C:17]([NH2:18])=[CH:16][CH:15]=1.C1C=CC=CC=1. Product: [C:1](=[O:12])([S:3][C:4]1[CH:9]=[CH:8][C:7](/[CH:10]=[N:18]/[C:17]2[CH:19]=[CH:20][C:14]([F:13])=[CH:15][CH:16]=2)=[CH:6][CH:5]=1)[CH3:2]. The catalyst class is: 6. (5) Product: [CH2:11]([S:18][C:5]1[CH:4]=[CH:3][C:2]([Br:1])=[CH:7][N:6]=1)[C:12]1[CH:17]=[CH:16][CH:15]=[CH:14][CH:13]=1. The catalyst class is: 30. Reactant: [Br:1][C:2]1[CH:3]=[CH:4][C:5](Cl)=[N:6][CH:7]=1.[H-].[Na+].[CH2:11]([SH:18])[C:12]1[CH:17]=[CH:16][CH:15]=[CH:14][CH:13]=1. (6) Reactant: [OH:1][C@@:2]1([CH2:41][O:42][CH3:43])[CH2:7][CH2:6][CH2:5][CH2:4][C@H:3]1[N:8]1[C:12]([C:13]2[CH:18]=[CH:17][CH:16]=[CH:15][CH:14]=2)=[C:11]([C:19]([N:21]2[CH2:26][CH2:25][NH:24][CH2:23][C@H:22]2[CH2:27][CH2:28][O:29][C:30]2[CH:35]=[CH:34][C:33]([CH2:36][C:37]([O:39]C)=[O:38])=[CH:32][CH:31]=2)=[O:20])[N:10]=[CH:9]1.[OH-].[K+]. Product: [OH:1][C@@:2]1([CH2:41][O:42][CH3:43])[CH2:7][CH2:6][CH2:5][CH2:4][C@H:3]1[N:8]1[C:12]([C:13]2[CH:14]=[CH:15][CH:16]=[CH:17][CH:18]=2)=[C:11]([C:19]([N:21]2[CH2:26][CH2:25][NH:24][CH2:23][C@H:22]2[CH2:27][CH2:28][O:29][C:30]2[CH:35]=[CH:34][C:33]([CH2:36][C:37]([OH:39])=[O:38])=[CH:32][CH:31]=2)=[O:20])[N:10]=[CH:9]1. The catalyst class is: 5.